This data is from Reaction yield outcomes from USPTO patents with 853,638 reactions. The task is: Predict the reaction yield, written as a fraction of the theoretical maximum amount of product (1.0 means a 100% yield; for example, 0.34 means a 34% yield). (1) The reactants are Cl.[NH2:2][CH2:3][C:4]1[CH:9]=[CH:8][C:7]([N:10]2[CH:15]=[CH:14][C:13]([O:16][CH2:17][C:18]3[CH:23]=[CH:22][CH:21]=[CH:20][CH:19]=3)=[C:12]([Br:24])[C:11]2=[O:25])=[CH:6][CH:5]=1.CN1CC[O:30][CH2:29][CH2:28]1.C(Cl)(=O)C.CN=C=O. The catalyst is CN(C)C=O.ClCCl. The product is [CH2:17]([O:16][C:13]1[CH:14]=[CH:15][N:10]([C:7]2[CH:8]=[CH:9][C:4]([CH2:3][NH:2][C:29](=[O:30])[CH3:28])=[CH:5][CH:6]=2)[C:11](=[O:25])[C:12]=1[Br:24])[C:18]1[CH:19]=[CH:20][CH:21]=[CH:22][CH:23]=1. The yield is 0.500. (2) The reactants are [C:1]([NH:9][C:10]1[CH:15]=[CH:14][C:13]([CH2:16][C:17]2[C:25]3[C:20](=[CH:21][CH:22]=[C:23]([C:26](O)=[O:27])[CH:24]=3)[N:19]([CH3:29])[CH:18]=2)=[CH:12][CH:11]=1)(=[O:8])[C:2]1[CH:7]=[CH:6][CH:5]=[CH:4][CH:3]=1.CCN(C(C)C)C(C)C.CN(C([O:46][N:47]1N=NC2C=CC=NC1=2)=[N+](C)C)C.F[P-](F)(F)(F)(F)F.Cl.ON. The catalyst is CN(C=O)C. The product is [OH:46][NH:47][C:26]([C:23]1[CH:24]=[C:25]2[C:20](=[CH:21][CH:22]=1)[N:19]([CH3:29])[CH:18]=[C:17]2[CH2:16][C:13]1[CH:14]=[CH:15][C:10]([NH:9][C:1](=[O:8])[C:2]2[CH:3]=[CH:4][CH:5]=[CH:6][CH:7]=2)=[CH:11][CH:12]=1)=[O:27]. The yield is 0.340. (3) The yield is 0.830. The reactants are [CH2:1]([C:3]1[CH:8]=[CH:7][CH:6]=[CH:5][C:4]=1[NH:9][C:10](NC1C=C2C(=CC=1)N(CCC)NC2=O)=[O:11])[CH3:2].C(N1C2C(=CC([N+]([O-])=O)=CC=2)C(=O)N1)C=C. The product is [CH2:1]([C:3]1[CH:8]=[CH:7][CH:6]=[CH:5][C:4]=1[N:9]=[C:10]=[O:11])[CH3:2]. No catalyst specified. (4) The reactants are [CH:1]([C:4]1[CH:9]=[CH:8][C:7]([CH:10]2[C:14]3[C:15]([CH3:21])=[C:16]([NH2:20])[C:17]([CH3:19])=[CH:18][C:13]=3[O:12][CH2:11]2)=[CH:6][CH:5]=1)([CH3:3])[CH3:2]. The catalyst is C(O)C. The product is [CH:1]([C:4]1[CH:5]=[CH:6][C:7]([C@@H:10]2[C:14]3[C:15]([CH3:21])=[C:16]([NH2:20])[C:17]([CH3:19])=[CH:18][C:13]=3[O:12][CH2:11]2)=[CH:8][CH:9]=1)([CH3:3])[CH3:2]. The yield is 0.340. (5) The reactants are [F:1][C:2]1[CH:3]=[C:4]([C:9]2[CH:10]=[C:11]([CH2:20][N:21]3[CH2:26][CH2:25][N:24]([CH3:27])[CH2:23][CH2:22]3)[C:12](=[O:19])[N:13]([CH2:15][CH:16]([CH3:18])[CH3:17])[N:14]=2)[CH:5]=[CH:6][C:7]=1[CH3:8].[ClH:28]. The catalyst is CO.C(OCC)(=O)C. The product is [ClH:28].[ClH:28].[F:1][C:2]1[CH:3]=[C:4]([C:9]2[CH:10]=[C:11]([CH2:20][N:21]3[CH2:26][CH2:25][N:24]([CH3:27])[CH2:23][CH2:22]3)[C:12](=[O:19])[N:13]([CH2:15][CH:16]([CH3:17])[CH3:18])[N:14]=2)[CH:5]=[CH:6][C:7]=1[CH3:8]. The yield is 0.637. (6) The reactants are Cl[C:2]1[C:11]([CH:12]=[O:13])=[CH:10][C:9]2[C:4](=[C:5]([CH3:14])[CH:6]=[CH:7][CH:8]=2)[N:3]=1.[CH3:15][O:16][C:17]1[CH:22]=[CH:21][CH:20]=[CH:19][C:18]=1B(O)O.C(=O)([O-])[O-].[Na+].[Na+]. The catalyst is C(#N)C.O.C1C=CC([P]([Pd]([P](C2C=CC=CC=2)(C2C=CC=CC=2)C2C=CC=CC=2)([P](C2C=CC=CC=2)(C2C=CC=CC=2)C2C=CC=CC=2)[P](C2C=CC=CC=2)(C2C=CC=CC=2)C2C=CC=CC=2)(C2C=CC=CC=2)C2C=CC=CC=2)=CC=1. The product is [CH3:15][O:16][C:17]1[CH:22]=[CH:21][CH:20]=[CH:19][C:18]=1[C:2]1[C:11]([CH:12]=[O:13])=[CH:10][C:9]2[C:4](=[C:5]([CH3:14])[CH:6]=[CH:7][CH:8]=2)[N:3]=1. The yield is 0.900.